Task: Regression. Given two drug SMILES strings and cell line genomic features, predict the synergy score measuring deviation from expected non-interaction effect.. Dataset: NCI-60 drug combinations with 297,098 pairs across 59 cell lines (1) Drug 1: CCCCCOC(=O)NC1=NC(=O)N(C=C1F)C2C(C(C(O2)C)O)O. Drug 2: CC12CCC3C(C1CCC2O)C(CC4=C3C=CC(=C4)O)CCCCCCCCCS(=O)CCCC(C(F)(F)F)(F)F. Cell line: DU-145. Synergy scores: CSS=2.25, Synergy_ZIP=-0.356, Synergy_Bliss=1.54, Synergy_Loewe=-0.587, Synergy_HSA=-0.211. (2) Drug 1: CCN(CC)CCNC(=O)C1=C(NC(=C1C)C=C2C3=C(C=CC(=C3)F)NC2=O)C. Drug 2: N.N.Cl[Pt+2]Cl. Cell line: COLO 205. Synergy scores: CSS=19.5, Synergy_ZIP=-5.43, Synergy_Bliss=4.36, Synergy_Loewe=0.458, Synergy_HSA=1.86. (3) Drug 1: CCC1=C2CN3C(=CC4=C(C3=O)COC(=O)C4(CC)O)C2=NC5=C1C=C(C=C5)O. Drug 2: B(C(CC(C)C)NC(=O)C(CC1=CC=CC=C1)NC(=O)C2=NC=CN=C2)(O)O. Cell line: UO-31. Synergy scores: CSS=24.9, Synergy_ZIP=-5.19, Synergy_Bliss=-2.30, Synergy_Loewe=-4.40, Synergy_HSA=-2.22. (4) Drug 1: C1CC(=O)NC(=O)C1N2CC3=C(C2=O)C=CC=C3N. Drug 2: CC1CCCC2(C(O2)CC(NC(=O)CC(C(C(=O)C(C1O)C)(C)C)O)C(=CC3=CSC(=N3)C)C)C. Cell line: 786-0. Synergy scores: CSS=3.34, Synergy_ZIP=0.218, Synergy_Bliss=1.81, Synergy_Loewe=1.63, Synergy_HSA=1.62. (5) Drug 1: CCC1(CC2CC(C3=C(CCN(C2)C1)C4=CC=CC=C4N3)(C5=C(C=C6C(=C5)C78CCN9C7C(C=CC9)(C(C(C8N6C=O)(C(=O)OC)O)OC(=O)C)CC)OC)C(=O)OC)O.OS(=O)(=O)O. Drug 2: CC=C1C(=O)NC(C(=O)OC2CC(=O)NC(C(=O)NC(CSSCCC=C2)C(=O)N1)C(C)C)C(C)C. Cell line: DU-145. Synergy scores: CSS=30.9, Synergy_ZIP=-7.88, Synergy_Bliss=-7.87, Synergy_Loewe=-19.8, Synergy_HSA=-7.06. (6) Drug 1: CC1=C(C=C(C=C1)NC2=NC=CC(=N2)N(C)C3=CC4=NN(C(=C4C=C3)C)C)S(=O)(=O)N.Cl. Drug 2: CC1C(C(CC(O1)OC2CC(CC3=C2C(=C4C(=C3O)C(=O)C5=CC=CC=C5C4=O)O)(C(=O)C)O)N)O. Cell line: A498. Synergy scores: CSS=75.7, Synergy_ZIP=1.58, Synergy_Bliss=1.53, Synergy_Loewe=9.38, Synergy_HSA=10.2.